Dataset: NCI-60 drug combinations with 297,098 pairs across 59 cell lines. Task: Regression. Given two drug SMILES strings and cell line genomic features, predict the synergy score measuring deviation from expected non-interaction effect. (1) Drug 1: C1C(C(OC1N2C=NC3=C(N=C(N=C32)Cl)N)CO)O. Drug 2: C(=O)(N)NO. Cell line: NCI-H522. Synergy scores: CSS=22.3, Synergy_ZIP=-7.40, Synergy_Bliss=0.0606, Synergy_Loewe=-15.9, Synergy_HSA=0.349. (2) Synergy scores: CSS=1.07, Synergy_ZIP=0.553, Synergy_Bliss=-0.133, Synergy_Loewe=1.22, Synergy_HSA=0.306. Drug 1: C1CNP(=O)(OC1)N(CCCl)CCCl. Drug 2: C(CCl)NC(=O)N(CCCl)N=O. Cell line: SN12C. (3) Drug 1: CCC1(CC2CC(C3=C(CCN(C2)C1)C4=CC=CC=C4N3)(C5=C(C=C6C(=C5)C78CCN9C7C(C=CC9)(C(C(C8N6C=O)(C(=O)OC)O)OC(=O)C)CC)OC)C(=O)OC)O.OS(=O)(=O)O. Drug 2: CCC1(CC2CC(C3=C(CCN(C2)C1)C4=CC=CC=C4N3)(C5=C(C=C6C(=C5)C78CCN9C7C(C=CC9)(C(C(C8N6C)(C(=O)OC)O)OC(=O)C)CC)OC)C(=O)OC)O.OS(=O)(=O)O. Cell line: MDA-MB-435. Synergy scores: CSS=76.7, Synergy_ZIP=-4.58, Synergy_Bliss=-6.15, Synergy_Loewe=-5.60, Synergy_HSA=-3.36. (4) Drug 1: CN1C2=C(C=C(C=C2)N(CCCl)CCCl)N=C1CCCC(=O)O.Cl. Drug 2: CN(C(=O)NC(C=O)C(C(C(CO)O)O)O)N=O. Cell line: SNB-75. Synergy scores: CSS=3.91, Synergy_ZIP=-2.53, Synergy_Bliss=-0.543, Synergy_Loewe=-0.0412, Synergy_HSA=-0.0332. (5) Drug 1: CC1=C2C(C(=O)C3(C(CC4C(C3C(C(C2(C)C)(CC1OC(=O)C(C(C5=CC=CC=C5)NC(=O)OC(C)(C)C)O)O)OC(=O)C6=CC=CC=C6)(CO4)OC(=O)C)O)C)O. Drug 2: CC1C(C(CC(O1)OC2CC(CC3=C2C(=C4C(=C3O)C(=O)C5=C(C4=O)C(=CC=C5)OC)O)(C(=O)CO)O)N)O.Cl. Cell line: SK-MEL-28. Synergy scores: CSS=25.0, Synergy_ZIP=-6.53, Synergy_Bliss=-2.72, Synergy_Loewe=-1.72, Synergy_HSA=-1.04.